Dataset: Full USPTO retrosynthesis dataset with 1.9M reactions from patents (1976-2016). Task: Predict the reactants needed to synthesize the given product. (1) Given the product [NH:1]([C:36]([CH3:38])=[O:37])[C@H:2]([C:10]([NH:12][C@H:13]([C:25]([N:27]1[CH2:35][CH2:34][CH2:33][C@H:28]1[C:29]([OH:31])=[O:30])=[O:26])[CH2:14][CH2:15][CH2:16][NH:17][C:18]([O:20][C:21]([CH3:24])([CH3:23])[CH3:22])=[O:19])=[O:11])[CH2:3][C:4]1[CH:5]=[CH:6][CH:7]=[CH:8][CH:9]=1, predict the reactants needed to synthesize it. The reactants are: [NH:1]([C:36]([CH3:38])=[O:37])[C@H:2]([C:10]([NH:12][C@H:13]([C:25]([N:27]1[CH2:35][CH2:34][CH2:33][C@H:28]1[C:29]([O:31]C)=[O:30])=[O:26])[CH2:14][CH2:15][CH2:16][NH:17][C:18]([O:20][C:21]([CH3:24])([CH3:23])[CH3:22])=[O:19])=[O:11])[CH2:3][C:4]1[CH:9]=[CH:8][CH:7]=[CH:6][CH:5]=1.[OH-].[Na+]. (2) Given the product [CH3:1][N:2]([CH3:7])[CH2:3][CH2:4][CH2:5][NH:6][C:16]([C:18]1[S:43][C:21]2[N:22]=[CH:23][N:24]=[C:25]([NH:26][C:27]3[CH:32]=[CH:31][C:30]([F:33])=[CH:29][C:28]=3[O:34][C@H:35]3[CH2:40][CH2:39][CH2:38][CH2:37][C@@H:36]3[O:41][CH3:42])[C:20]=2[C:19]=1[CH3:44])=[O:15], predict the reactants needed to synthesize it. The reactants are: [CH3:1][N:2]([CH3:7])[CH2:3][CH2:4][CH2:5][NH2:6].O=C1CCC(=O)N1[O:15][C:16]([C:18]1[S:43][C:21]2[N:22]=[CH:23][N:24]=[C:25]([NH:26][C:27]3[CH:32]=[CH:31][C:30]([F:33])=[CH:29][C:28]=3[O:34][C@H:35]3[CH2:40][CH2:39][CH2:38][CH2:37][C@@H:36]3[O:41][CH3:42])[C:20]=2[C:19]=1[CH3:44])=O. (3) Given the product [CH2:2]([C@@H:8]1[CH2:12][CH2:11][CH2:10][C@H:9]1[OH:13])[CH2:3][CH2:4][CH:5]=[CH2:6], predict the reactants needed to synthesize it. The reactants are: Br[CH2:2][CH2:3][CH2:4][CH:5]=[CH2:6].[Mg].[CH:8]12[O:13][CH:9]1[CH2:10][CH2:11][CH2:12]2. (4) Given the product [Cl:1][C:2]1[CH:3]=[CH:4][C:5]([CH:8]=[CH:9][C:10]([NH:13][OH:12])=[NH:11])=[CH:6][CH:7]=1, predict the reactants needed to synthesize it. The reactants are: [Cl:1][C:2]1[CH:7]=[CH:6][C:5]([CH:8]=[CH:9][C:10]#[N:11])=[CH:4][CH:3]=1.[OH:12][NH2:13]. (5) Given the product [N:1]1[CH:2]=[C:3]([CH2:10][C:11]2[CH:21]=[CH:20][C:14]3[N:15]=[C:16]([S:18]([CH3:19])=[O:30])[S:17][C:13]=3[CH:12]=2)[N:4]2[C:9]=1[CH:8]=[CH:7][CH:6]=[N:5]2, predict the reactants needed to synthesize it. The reactants are: [N:1]1[CH:2]=[C:3]([CH2:10][C:11]2[CH:21]=[CH:20][C:14]3[N:15]=[C:16]([S:18][CH3:19])[S:17][C:13]=3[CH:12]=2)[N:4]2[C:9]=1[CH:8]=[CH:7][CH:6]=[N:5]2.ClC1C=CC=C(C(OO)=[O:30])C=1.[O-]S([O-])(=S)=O.[Na+].[Na+]. (6) Given the product [CH2:13]([O:12][C:11]([NH:10][C@H:7]([CH2:6][O:5][C:1]([CH3:4])([CH3:2])[CH3:3])[CH2:8][O:9][CH2:24][C:25]1[CH:34]=[CH:33][CH:32]=[CH:31][C:26]=1[C:27]([O:29][CH3:30])=[O:28])=[O:20])[C:14]1[CH:19]=[CH:18][CH:17]=[CH:16][CH:15]=1, predict the reactants needed to synthesize it. The reactants are: [C:1]([O:5][CH2:6][C@@H:7]([NH:10][C:11](=[O:20])[O:12][CH2:13][C:14]1[CH:19]=[CH:18][CH:17]=[CH:16][CH:15]=1)[CH2:8][OH:9])([CH3:4])([CH3:3])[CH3:2].[H-].[Na+].Br[CH2:24][C:25]1[CH:34]=[CH:33][CH:32]=[CH:31][C:26]=1[C:27]([O:29][CH3:30])=[O:28].O.